This data is from Catalyst prediction with 721,799 reactions and 888 catalyst types from USPTO. The task is: Predict which catalyst facilitates the given reaction. (1) Reactant: C(OC([N:8]1[CH2:13][CH2:12][CH:11]([NH:14][CH2:15][C:16]2[CH:21]=[C:20]([N+:22]([O-:24])=[O:23])[CH:19]=[CH:18][C:17]=2[OH:25])[CH2:10][CH2:9]1)=O)(C)(C)C.Cl. Product: [N+:22]([C:20]1[CH:19]=[CH:18][C:17]([OH:25])=[C:16]([CH2:15][NH:14][CH:11]2[CH2:10][CH2:9][NH:8][CH2:13][CH2:12]2)[CH:21]=1)([O-:24])=[O:23]. The catalyst class is: 135. (2) Reactant: [CH3:1][Si:2]([CH3:45])([CH3:44])[CH2:3][CH2:4][O:5][CH2:6][N:7]([CH2:36][O:37][CH2:38][CH2:39][Si:40]([CH3:43])([CH3:42])[CH3:41])[C:8]1[N:13]2[N:14]=[CH:15][C:16]([C:17]3[CH:18]=[N:19][C:20](Cl)=[CH:21][CH:22]=3)=[C:12]2[N:11]=[C:10]([CH:24]2[CH2:29][CH2:28][CH:27]([CH2:30][C:31]([O:33][CH2:34][CH3:35])=[O:32])[CH2:26][CH2:25]2)[CH:9]=1.[C:46]1(B(O)O)[CH:51]=[CH:50][CH:49]=[CH:48][CH:47]=1.[O-]P([O-])([O-])=O.[K+].[K+].[K+].O1CCOCC1. Product: [CH3:1][Si:2]([CH3:45])([CH3:44])[CH2:3][CH2:4][O:5][CH2:6][N:7]([CH2:36][O:37][CH2:38][CH2:39][Si:40]([CH3:43])([CH3:42])[CH3:41])[C:8]1[N:13]2[N:14]=[CH:15][C:16]([C:17]3[CH:18]=[N:19][C:20]([C:46]4[CH:51]=[CH:50][CH:49]=[CH:48][CH:47]=4)=[CH:21][CH:22]=3)=[C:12]2[N:11]=[C:10]([CH:24]2[CH2:29][CH2:28][CH:27]([CH2:30][C:31]([O:33][CH2:34][CH3:35])=[O:32])[CH2:26][CH2:25]2)[CH:9]=1. The catalyst class is: 103. (3) Reactant: [OH:1][CH2:2][C:3]1[N:4]=[N:5][N:6]([CH2:8][CH2:9][C@@H:10]2[CH2:15][N:14]([C:16]([O:18][CH2:19][C:20]3[CH:25]=[CH:24][CH:23]=[CH:22][CH:21]=3)=[O:17])[CH2:13][CH2:12][N:11]2[C:26]([O:28][C:29]([CH3:32])([CH3:31])[CH3:30])=[O:27])[CH:7]=1.[C:33](OC(=O)C)(=[O:35])[CH3:34]. Product: [C:33]([O:1][CH2:2][C:3]1[N:4]=[N:5][N:6]([CH2:8][CH2:9][C@@H:10]2[CH2:15][N:14]([C:16]([O:18][CH2:19][C:20]3[CH:25]=[CH:24][CH:23]=[CH:22][CH:21]=3)=[O:17])[CH2:13][CH2:12][N:11]2[C:26]([O:28][C:29]([CH3:32])([CH3:31])[CH3:30])=[O:27])[CH:7]=1)(=[O:35])[CH3:34]. The catalyst class is: 17. (4) Reactant: B(F)(F)F.CCOCC.[C:10]([C:12]1[CH:20]=[CH:19][C:15]([C:16](O)=[O:17])=[CH:14][CH:13]=1)#[N:11]. Product: [OH:17][CH2:16][C:15]1[CH:19]=[CH:20][C:12]([C:10]#[N:11])=[CH:13][CH:14]=1. The catalyst class is: 1. (5) Reactant: [Cl:1][C:2]1[CH:7]=[C:6]([F:8])[C:5]([Si:9]([CH3:12])([CH3:11])[CH3:10])=[C:4]([F:13])[CH:3]=1.CC1CCCN(C)C1(C)C.[Li].CN([CH:28]=[O:29])C. Product: [Cl:1][C:2]1[C:3]([CH:28]=[O:29])=[C:4]([F:13])[C:5]([Si:9]([CH3:10])([CH3:12])[CH3:11])=[C:6]([F:8])[CH:7]=1. The catalyst class is: 1. (6) Reactant: O.[C:2]1([CH3:19])[CH:7]=[CH:6][C:5]([S:8]([N:11]2[CH2:18][CH2:17][CH2:16][C@H:12]2[C:13]([OH:15])=O)(=[O:10])=[O:9])=[CH:4][CH:3]=1.Cl.C[O:22][C:23](=[O:32])[C@H:24]([CH2:26][C:27]1[S:28][CH:29]=[CH:30][CH:31]=1)[NH2:25].[Li+].[OH-]. Product: [C:2]1([CH3:19])[CH:3]=[CH:4][C:5]([S:8]([N:11]2[CH2:18][CH2:17][CH2:16][C@H:12]2[C:13]([NH:25][C@H:24]([C:23]([OH:32])=[O:22])[CH2:26][C:27]2[S:28][CH:29]=[CH:30][CH:31]=2)=[O:15])(=[O:9])=[O:10])=[CH:6][CH:7]=1. The catalyst class is: 20. (7) Reactant: [CH3:1][N:2]1[CH2:7][CH2:6][N:5]([C:8](=[O:24])/[CH:9]=[CH:10]/[C:11]2[N:16]=[C:15](/[CH:17]=[CH:18]/[C:19]([O:21]CC)=[O:20])[CH:14]=[CH:13][CH:12]=2)[CH2:4][CH2:3]1.[OH-].[K+]. Product: [CH3:1][N:2]1[CH2:7][CH2:6][N:5]([C:8](=[O:24])/[CH:9]=[CH:10]/[C:11]2[N:16]=[C:15](/[CH:17]=[CH:18]/[C:19]([OH:21])=[O:20])[CH:14]=[CH:13][CH:12]=2)[CH2:4][CH2:3]1. The catalyst class is: 14. (8) The catalyst class is: 5. Reactant: [Cl:1][C:2]1[CH:7]=[CH:6][C:5]([C@H:8]2[C@H:13]([O:14][CH2:15][C:16]3[CH:21]=[CH:20][CH:19]=[CH:18][CH:17]=3)[C@@H:12]([O:22][CH2:23][C:24]3[CH:29]=[CH:28][CH:27]=[CH:26][CH:25]=3)[C@H:11]([O:30][CH2:31][C:32]3[CH:37]=[CH:36][CH:35]=[CH:34][CH:33]=3)[C@@H:10]([CH2:38][O:39][CH2:40][C:41]3[CH:46]=[CH:45][CH:44]=[CH:43][CH:42]=3)[O:9]2)=[CH:4][C:3]=1[CH2:47][C:48]([NH:50][CH2:51][C:52]([O:54]C)=O)=O.[NH2:56][NH2:57]. Product: [Cl:1][C:2]1[CH:7]=[CH:6][C:5]([C@H:8]2[C@H:13]([O:14][CH2:15][C:16]3[CH:21]=[CH:20][CH:19]=[CH:18][CH:17]=3)[C@@H:12]([O:22][CH2:23][C:24]3[CH:25]=[CH:26][CH:27]=[CH:28][CH:29]=3)[C@H:11]([O:30][CH2:31][C:32]3[CH:33]=[CH:34][CH:35]=[CH:36][CH:37]=3)[C@@H:10]([CH2:38][O:39][CH2:40][C:41]3[CH:46]=[CH:45][CH:44]=[CH:43][CH:42]=3)[O:9]2)=[CH:4][C:3]=1[CH2:47][C:48]1[NH:50][CH2:51][C:52](=[O:54])[NH:57][N:56]=1. (9) Reactant: [C:1]([C:5]1[CH:9]=[C:8]([C:10]([O:12][CH2:13][C:14]2[CH:19]=[CH:18][CH:17]=[CH:16][CH:15]=2)=[O:11])[NH:7][N:6]=1)([CH3:4])([CH3:3])[CH3:2].C(C1C=C(C(OCC)=O)NN=1)(C)(C)C.[C:34]([O:38][C:39]([N:41]1[CH:50]([C:51]([O:53][CH3:54])=[O:52])[CH2:49][C:48]2[C:43](=[CH:44][CH:45]=[C:46](B(O)O)[CH:47]=2)[CH2:42]1)=[O:40])([CH3:37])([CH3:36])[CH3:35].N1C=CC=CC=1. Product: [CH2:13]([O:12][C:10]([C:8]1[N:7]([C:46]2[CH:47]=[C:48]3[C:43](=[CH:44][CH:45]=2)[CH2:42][N:41]([C:39]([O:38][C:34]([CH3:35])([CH3:36])[CH3:37])=[O:40])[CH:50]([C:51]([O:53][CH3:54])=[O:52])[CH2:49]3)[N:6]=[C:5]([C:1]([CH3:4])([CH3:2])[CH3:3])[CH:9]=1)=[O:11])[C:14]1[CH:19]=[CH:18][CH:17]=[CH:16][CH:15]=1. The catalyst class is: 302.